Dataset: Merck oncology drug combination screen with 23,052 pairs across 39 cell lines. Task: Regression. Given two drug SMILES strings and cell line genomic features, predict the synergy score measuring deviation from expected non-interaction effect. (1) Drug 1: O=C(NOCC(O)CO)c1ccc(F)c(F)c1Nc1ccc(I)cc1F. Drug 2: COC1CC2CCC(C)C(O)(O2)C(=O)C(=O)N2CCCCC2C(=O)OC(C(C)CC2CCC(OP(C)(C)=O)C(OC)C2)CC(=O)C(C)C=C(C)C(O)C(OC)C(=O)C(C)CC(C)C=CC=CC=C1C. Cell line: KPL1. Synergy scores: synergy=53.8. (2) Drug 1: Cn1nnc2c(C(N)=O)ncn2c1=O. Drug 2: Cn1c(=O)n(-c2ccc(C(C)(C)C#N)cc2)c2c3cc(-c4cnc5ccccc5c4)ccc3ncc21. Cell line: PA1. Synergy scores: synergy=23.7. (3) Drug 1: COc1cc(C2c3cc4c(cc3C(OC3OC5COC(C)OC5C(O)C3O)C3COC(=O)C23)OCO4)cc(OC)c1O. Drug 2: Cn1nnc2c(C(N)=O)ncn2c1=O. Cell line: SKMES1. Synergy scores: synergy=25.0. (4) Drug 1: COc1cccc2c1C(=O)c1c(O)c3c(c(O)c1C2=O)CC(O)(C(=O)CO)CC3OC1CC(N)C(O)C(C)O1. Drug 2: CC1(c2nc3c(C(N)=O)cccc3[nH]2)CCCN1. Cell line: RPMI7951. Synergy scores: synergy=0.649. (5) Drug 1: O=S1(=O)NC2(CN1CC(F)(F)F)C1CCC2Cc2cc(C=CCN3CCC(C(F)(F)F)CC3)ccc2C1. Drug 2: NC1CCCCC1N.O=C(O)C(=O)O.[Pt+2]. Cell line: NCIH460. Synergy scores: synergy=-49.7. (6) Drug 2: O=C(NOCC(O)CO)c1ccc(F)c(F)c1Nc1ccc(I)cc1F. Drug 1: CCC1(O)CC2CN(CCc3c([nH]c4ccccc34)C(C(=O)OC)(c3cc4c(cc3OC)N(C)C3C(O)(C(=O)OC)C(OC(C)=O)C5(CC)C=CCN6CCC43C65)C2)C1. Cell line: MDAMB436. Synergy scores: synergy=-7.57. (7) Drug 1: CN(C)C(=N)N=C(N)N. Drug 2: O=C(NOCC(O)CO)c1ccc(F)c(F)c1Nc1ccc(I)cc1F. Cell line: EFM192B. Synergy scores: synergy=-15.3. (8) Drug 1: Nc1ccn(C2OC(CO)C(O)C2(F)F)c(=O)n1. Drug 2: CS(=O)(=O)CCNCc1ccc(-c2ccc3ncnc(Nc4ccc(OCc5cccc(F)c5)c(Cl)c4)c3c2)o1. Cell line: NCIH2122. Synergy scores: synergy=12.6.